From a dataset of Reaction yield outcomes from USPTO patents with 853,638 reactions. Predict the reaction yield, written as a fraction of the theoretical maximum amount of product (1.0 means a 100% yield; for example, 0.34 means a 34% yield). (1) The reactants are [F:1][C:2]1[CH:7]=[C:6]([CH3:8])[CH:5]=[CH:4][C:3]=1[NH2:9].C1(P(C2C=CC=CC=2)C2(P(C3C=CC=CC=3)C3C=CC=CC=3)CC=C3C(C=CC=C3)=C2C2C3C(=CC=CC=3)C=CC=2)C=CC=CC=1.C(=O)([O-])[O-].[Cs+].[Cs+].[CH2:62]([O:64][C:65]([C:67]1[C:72](Cl)=[C:71]([CH3:74])[C:70](=[O:75])[N:69]([CH3:76])[C:68]=1[CH3:77])=[O:66])[CH3:63]. The catalyst is C1(C)C=CC=CC=1.CCOC(C)=O.C([O-])(=O)C.[Pd+2].C([O-])(=O)C. The product is [CH2:62]([O:64][C:65]([C:67]1[C:72]([NH:9][C:3]2[CH:4]=[CH:5][C:6]([CH3:8])=[CH:7][C:2]=2[F:1])=[C:71]([CH3:74])[C:70](=[O:75])[N:69]([CH3:76])[C:68]=1[CH3:77])=[O:66])[CH3:63]. The yield is 0.710. (2) The reactants are C([N:8]1[CH2:13][CH2:12][CH2:11][CH:10]([C:14]#[C:15][C:16]2[N:20]3[N:21]=[CH:22][CH:23]=[CH:24][C:19]3=[N:18][CH:17]=2)[CH2:9]1)(OC(C)(C)C)=O.C(O)(C(F)(F)F)=O. The catalyst is C(Cl)Cl. The product is [N:18]1[CH:17]=[C:16]([C:15]#[C:14][CH:10]2[CH2:11][CH2:12][CH2:13][NH:8][CH2:9]2)[N:20]2[C:19]=1[CH:24]=[CH:23][CH:22]=[N:21]2. The yield is 1.07. (3) The reactants are [C:1]12[CH:13]=[CH:12][CH:11]=[CH:10][C:9]=1[S:8][C:7]1[C:6](=[O:14])[NH:5][CH2:4][CH2:3][C:2]2=1.[C:15]([O:18][CH2:19][C:20]1[C:25]([Br:26])=[CH:24][C:23]([F:27])=[CH:22][C:21]=1Br)(=[O:17])[CH3:16].CC1(C)C2C(=C(P(C3C=CC=CC=3)C3C=CC=CC=3)C=CC=2)OC2C(P(C3C=CC=CC=3)C3C=CC=CC=3)=CC=CC1=2.C([O-])([O-])=O.[Cs+].[Cs+]. The catalyst is O1CCOCC1.C1C=CC(/C=C/C(/C=C/C2C=CC=CC=2)=O)=CC=1.C1C=CC(/C=C/C(/C=C/C2C=CC=CC=2)=O)=CC=1.C1C=CC(/C=C/C(/C=C/C2C=CC=CC=2)=O)=CC=1.[Pd].[Pd]. The product is [C:15]([O:18][CH2:19][C:20]1[C:21]([N:5]2[C:6](=[O:14])[C:7]3[S:8][C:9]4[CH:10]=[CH:11][CH:12]=[CH:13][C:1]=4[C:2]=3[CH2:3][CH2:4]2)=[CH:22][C:23]([F:27])=[CH:24][C:25]=1[Br:26])(=[O:17])[CH3:16]. The yield is 0.330. (4) The reactants are [N+:1]([C:4]1[CH:9]=[CH:8][CH:7]=[CH:6][C:5]=1[C:10]1[CH:15]=[CH:14][CH:13]=[CH:12][CH:11]=1)([O-:3])=[O:2].Cl.CO[NH2:19].CC(C)([O-])C.[K+]. The catalyst is CN(C=O)C.[Cu]Cl. The product is [NH2:19][C:9]1[CH:8]=[CH:7][CH:6]=[C:5]([C:10]2[CH:11]=[CH:12][CH:13]=[CH:14][CH:15]=2)[C:4]=1[N+:1]([O-:3])=[O:2]. The yield is 0.270. (5) The catalyst is CCCCCC.O1CCCC1. The yield is 1.00. The reactants are C([Li])CCC.C(NC(C)C)(C)C.[CH:13]1([CH2:16][C:17]#[N:18])[CH2:15][CH2:14]1.C[O:20][C:21](=O)[C:22]1[CH:27]=[CH:26][C:25]([C:28]#[N:29])=[CH:24][CH:23]=1. The product is [C:17]([CH:16]([CH:13]1[CH2:15][CH2:14]1)[C:21]([C:22]1[CH:27]=[CH:26][C:25]([C:28]#[N:29])=[CH:24][CH:23]=1)=[O:20])#[N:18]. (6) The reactants are [CH3:1][CH:2]1[CH2:11][CH2:10][C:9]2[C:4](=[CH:5][CH:6]=[CH:7][C:8]=2[O:12][C:13]2[CH:18]=[CH:17][CH:16]=[CH:15][CH:14]=2)[NH:3]1.N1C=CC=CC=1.[C:25](Cl)(=[O:27])[CH3:26]. The catalyst is ClCCl. The product is [CH3:1][CH:2]1[CH2:11][CH2:10][C:9]2[C:4](=[CH:5][CH:6]=[CH:7][C:8]=2[O:12][C:13]2[CH:18]=[CH:17][CH:16]=[CH:15][CH:14]=2)[N:3]1[C:25](=[O:27])[CH3:26]. The yield is 0.320. (7) The reactants are Cl[C:2]1[N:7]=[C:6]([N:8]2[CH2:13][CH2:12][CH:11](OC3C=C4C(=CC=3)[C@H](CC(OCC)=O)CC4)[CH2:10][CH2:9]2)[C:5]([CH3:30])=[CH:4][N:3]=1.[CH2:31]([C:33]1[CH:38]=[CH:37][C:36](B(O)O)=[CH:35][CH:34]=1)[CH3:32].[C:42]([O-:45])([O-])=[O:43].[Na+].[Na+].[Li+].[OH-].[C:50]1([CH3:56])[CH:55]=[CH:54][CH:53]=[CH:52][CH:51]=1. The catalyst is C1C=CC(P(C2C=CC=CC=2)[C-]2C=CC=C2)=CC=1.C1C=CC(P(C2C=CC=CC=2)[C-]2C=CC=C2)=CC=1.Cl[Pd]Cl.[Fe+2].C(Cl)Cl.O1CCOCC1. The product is [CH2:31]([C:33]1[CH:38]=[CH:37][C:36]([C:2]2[N:7]=[C:6]([N:8]3[CH2:9][CH2:10][CH:11]([CH2:56][C:50]4[CH:55]=[C:54]5[C:53](=[CH:52][CH:51]=4)[C@H:11]([CH2:12][C:42]([OH:45])=[O:43])[CH2:10][CH2:9]5)[CH2:12][CH2:13]3)[C:5]([CH3:30])=[CH:4][N:3]=2)=[CH:35][CH:34]=1)[CH3:32]. The yield is 0.430.